This data is from Full USPTO retrosynthesis dataset with 1.9M reactions from patents (1976-2016). The task is: Predict the reactants needed to synthesize the given product. (1) Given the product [CH2:1]([O:3][C:4](=[O:20])[C:5]1[CH:10]=[C:9]([O:11][CH2:12][CH3:13])[C:8]([O:14][CH2:15][CH3:16])=[CH:7][C:6]=1[NH2:17])[CH3:2], predict the reactants needed to synthesize it. The reactants are: [CH2:1]([O:3][C:4](=[O:20])[C:5]1[CH:10]=[C:9]([O:11][CH2:12][CH3:13])[C:8]([O:14][CH2:15][CH3:16])=[CH:7][C:6]=1[N+:17]([O-])=O)[CH3:2].[H][H]. (2) Given the product [C:9]1([NH:15][C:16](=[O:17])[O:8][CH2:7][C:4]2[CH:5]=[CH:6][N:1]=[CH:2][CH:3]=2)[CH:14]=[CH:13][CH:12]=[CH:11][CH:10]=1, predict the reactants needed to synthesize it. The reactants are: [N:1]1[CH:6]=[CH:5][C:4]([CH2:7][OH:8])=[CH:3][CH:2]=1.[C:9]1([N:15]=[C:16]=[O:17])[CH:14]=[CH:13][CH:12]=[CH:11][CH:10]=1. (3) Given the product [F:18][C:15]([F:16])([F:17])[CH2:14][N:12]1[CH:13]=[C:9]([C:21]2[N:30]=[C:29]([O:31][CH2:32][C@H:33]3[CH2:38][CH2:37][CH2:36][N:35]([C:39]([O:41][C:42]([CH3:45])([CH3:44])[CH3:43])=[O:40])[CH2:34]3)[C:24]3=[N:25][CH:26]=[CH:27][N:28]=[C:23]3[CH:22]=2)[CH:10]=[N:11]1, predict the reactants needed to synthesize it. The reactants are: CC1(C)C(C)(C)OB([C:9]2[CH:10]=[N:11][N:12]([CH2:14][C:15]([F:18])([F:17])[F:16])[CH:13]=2)O1.Cl[C:21]1[N:30]=[C:29]([O:31][CH2:32][C@H:33]2[CH2:38][CH2:37][CH2:36][N:35]([C:39]([O:41][C:42]([CH3:45])([CH3:44])[CH3:43])=[O:40])[CH2:34]2)[C:24]2=[N:25][CH:26]=[CH:27][N:28]=[C:23]2[CH:22]=1.[OH-].[Li+]. (4) Given the product [OH:4][CH2:5][CH2:6][C:7]1[N:12]=[C:11]([C:13]([F:15])([F:16])[F:14])[N:10]=[C:9]([O:17][CH:18]2[CH2:19][CH2:20][N:21]([C:24]([O:26][C:27]([CH3:30])([CH3:29])[CH3:28])=[O:25])[CH2:22][CH2:23]2)[CH:8]=1, predict the reactants needed to synthesize it. The reactants are: [BH4-].[Na+].C[O:4][C:5](=O)[CH2:6][C:7]1[N:12]=[C:11]([C:13]([F:16])([F:15])[F:14])[N:10]=[C:9]([O:17][CH:18]2[CH2:23][CH2:22][N:21]([C:24]([O:26][C:27]([CH3:30])([CH3:29])[CH3:28])=[O:25])[CH2:20][CH2:19]2)[CH:8]=1.CO. (5) Given the product [ClH:1].[Cl:1][C:2]1[CH:31]=[C:30]([Cl:32])[CH:29]=[CH:28][C:3]=1[O:4][C:5]1[CH:10]=[CH:9][CH:8]=[CH:7][C:6]=1[NH:11][S:12]([C:15]1[CH:27]=[CH:26][C:18]([C:19]([NH:21][CH2:22][C:23](=[O:24])[NH:49][CH2:48][CH2:47][CH2:46][CH:43]2[CH2:44][CH2:45][NH:40][CH2:41][CH2:42]2)=[O:20])=[CH:17][CH:16]=1)(=[O:14])=[O:13], predict the reactants needed to synthesize it. The reactants are: [Cl:1][C:2]1[CH:31]=[C:30]([Cl:32])[CH:29]=[CH:28][C:3]=1[O:4][C:5]1[CH:10]=[CH:9][CH:8]=[CH:7][C:6]=1[NH:11][S:12]([C:15]1[CH:27]=[CH:26][C:18]([C:19]([NH:21][CH2:22][C:23](O)=[O:24])=[O:20])=[CH:17][CH:16]=1)(=[O:14])=[O:13].C(OC([N:40]1[CH2:45][CH2:44][CH:43]([CH2:46][CH2:47][CH2:48][NH2:49])[CH2:42][CH2:41]1)=O)(C)(C)C. (6) Given the product [CH2:1]([O:8][CH2:9][C@@H:10]([OH:11])[CH2:14][OH:13])[C:2]1[CH:7]=[CH:6][CH:5]=[CH:4][CH:3]=1, predict the reactants needed to synthesize it. The reactants are: [CH2:1]([O:8][CH2:9][C@@H:10]1[CH2:14][O:13]C(C)(C)[O:11]1)[C:2]1[CH:7]=[CH:6][CH:5]=[CH:4][CH:3]=1.Cl.C(=O)(O)[O-].[Na+]. (7) Given the product [CH2:1]([CH:8]1[O:12][C:11](=[O:13])[CH:10]=[C:9]1[OH:14])[C:2]1[CH:3]=[CH:4][CH:5]=[CH:6][CH:7]=1, predict the reactants needed to synthesize it. The reactants are: [CH2:1]([CH:8]1[O:12][C:11](=[O:13])[CH:10]=[C:9]1[O:14]C)[C:2]1[CH:7]=[CH:6][CH:5]=[CH:4][CH:3]=1.Cl. (8) Given the product [Br:33][C:34]1[N:35]=[CH:36][C:37]([O:17][CH2:16][C:13]2[C:12]([CH3:18])=[N:11][N:10]([C:8]3[CH:7]=[CH:6][C:3]([C:4]#[N:5])=[C:2]([Cl:1])[CH:9]=3)[C:14]=2[CH3:15])=[CH:38][CH:39]=1, predict the reactants needed to synthesize it. The reactants are: [Cl:1][C:2]1[CH:9]=[C:8]([N:10]2[C:14]([CH3:15])=[C:13]([CH2:16][OH:17])[C:12]([CH3:18])=[N:11]2)[CH:7]=[CH:6][C:3]=1[C:4]#[N:5].CS(Cl)(=O)=O.C(N(C(C)C)CC)(C)C.[Br:33][C:34]1[CH:39]=[CH:38][C:37](O)=[CH:36][N:35]=1.[H-].[Na+]. (9) Given the product [O:39]1[C:43]2[CH:44]=[CH:45][CH:46]=[CH:47][C:42]=2[CH:41]=[C:40]1[C:2]1[N:7]=[C:6]([C:8]2[NH:16][C:15]3[C:14]4([CH2:21][CH2:20][N:19]([C:22]([O:24][C:25]([CH3:28])([CH3:27])[CH3:26])=[O:23])[CH2:18][CH2:17]4)[CH2:13][N:12]([CH2:29][C:30]4[CH:35]=[CH:34][C:33]([O:36][CH3:37])=[CH:32][CH:31]=4)[C:11](=[O:38])[C:10]=3[CH:9]=2)[CH:5]=[CH:4][N:3]=1, predict the reactants needed to synthesize it. The reactants are: Cl[C:2]1[N:7]=[C:6]([C:8]2[NH:16][C:15]3[C:14]4([CH2:21][CH2:20][N:19]([C:22]([O:24][C:25]([CH3:28])([CH3:27])[CH3:26])=[O:23])[CH2:18][CH2:17]4)[CH2:13][N:12]([CH2:29][C:30]4[CH:35]=[CH:34][C:33]([O:36][CH3:37])=[CH:32][CH:31]=4)[C:11](=[O:38])[C:10]=3[CH:9]=2)[CH:5]=[CH:4][N:3]=1.[O:39]1[C:43]2[CH:44]=[CH:45][CH:46]=[CH:47][C:42]=2[CH:41]=[C:40]1B(O)O.